From a dataset of Full USPTO retrosynthesis dataset with 1.9M reactions from patents (1976-2016). Predict the reactants needed to synthesize the given product. (1) The reactants are: [CH3:1][O:2][C:3](=[O:22])[CH2:4][O:5][C:6]1[CH:11]=[CH:10][C:9]([CH2:12][NH:13]C(OC(C)(C)C)=O)=[C:8]([F:21])[CH:7]=1. Given the product [CH3:1][O:2][C:3](=[O:22])[CH2:4][O:5][C:6]1[CH:11]=[CH:10][C:9]([CH2:12][NH2:13])=[C:8]([F:21])[CH:7]=1, predict the reactants needed to synthesize it. (2) Given the product [CH:1]1([CH2:4][N:5]([CH2:6][CH2:7][CH3:8])[C:16]([C:18]2[N:22]3[CH2:23][C:24](=[O:40])[N:25]([C:26]4[C:27]([CH3:34])=[CH:28][C:29]([CH3:33])=[CH:30][C:31]=4[CH3:32])[C:21]3=[N:20][C:19]=2[CH3:36])=[O:15])[CH2:3][CH2:2]1, predict the reactants needed to synthesize it. The reactants are: [CH:1]1([CH2:4][NH:5][CH2:6][CH2:7][CH3:8])[CH2:3][CH2:2]1.C[Al](C)C.C([O:15][C:16]([C:18]1[N:22]2[CH:23]=[C:24](Cl)[N:25]([C:26]3[C:31]([CH3:32])=[CH:30][C:29]([CH3:33])=[CH:28][C:27]=3[CH3:34])[C:21]2=[N:20][C:19]=1[CH3:36])=O)C.[C@H](O)(C([O-])=O)[C@@H](O)C([O-])=[O:40].[Na+].[K+].